This data is from Orexin1 receptor HTS with 218,158 compounds and 233 confirmed actives. The task is: Binary Classification. Given a drug SMILES string, predict its activity (active/inactive) in a high-throughput screening assay against a specified biological target. (1) The compound is Clc1cc(c(C(=O)C2CCCN(C2)Cc2nocc2)cc1)C. The result is 0 (inactive). (2) The drug is s1c2nc3n(c(=O)c2cc1C(OCC(=O)NCCC)=O)cccc3. The result is 0 (inactive).